This data is from Forward reaction prediction with 1.9M reactions from USPTO patents (1976-2016). The task is: Predict the product of the given reaction. (1) Given the reactants [C@H:1]12[CH2:7][C@H:4]([NH:5][CH2:6]1)[CH2:3][N:2]2[CH2:8][C:9]1[N:10]([CH3:35])[C:11]2[C:16]([N:17]=1)=[C:15]([N:18]1[CH2:23][CH2:22][O:21][CH2:20][CH2:19]1)[N:14]=[C:13]([N:24]1[C:28]3[CH:29]=[CH:30][CH:31]=[CH:32][C:27]=3[N:26]=[C:25]1[CH2:33][CH3:34])[N:12]=2.[O:36]1[CH2:39][C:38](=O)[CH2:37]1.C(O[BH-](OC(=O)C)OC(=O)C)(=O)C.[Na+], predict the reaction product. The product is: [CH2:33]([C:25]1[N:24]([C:13]2[N:12]=[C:11]3[C:16]([N:17]=[C:9]([CH2:8][N:2]4[CH2:3][C@@H:4]5[CH2:7][C@H:1]4[CH2:6][N:5]5[CH:38]4[CH2:39][O:36][CH2:37]4)[N:10]3[CH3:35])=[C:15]([N:18]3[CH2:23][CH2:22][O:21][CH2:20][CH2:19]3)[N:14]=2)[C:28]2[CH:29]=[CH:30][CH:31]=[CH:32][C:27]=2[N:26]=1)[CH3:34]. (2) Given the reactants [C:1]([O:5][C:6]([N:8]1[CH2:12][C@H:11]([NH2:13])[CH2:10][C@@H:9]1[CH2:14][OH:15])=[O:7])([CH3:4])([CH3:3])[CH3:2].[Br:16][C:17]1[CH:18]=[CH:19][C:20](F)=[C:21]([N+:23]([O-:25])=[O:24])[CH:22]=1.C(N(CC)CC)C, predict the reaction product. The product is: [C:1]([O:5][C:6]([N:8]1[CH2:12][C@H:11]([NH:13][C:20]2[CH:19]=[CH:18][C:17]([Br:16])=[CH:22][C:21]=2[N+:23]([O-:25])=[O:24])[CH2:10][C@@H:9]1[CH2:14][OH:15])=[O:7])([CH3:4])([CH3:3])[CH3:2]. (3) Given the reactants [Cl:1][C:2]1[CH:7]=[C:6](Cl)[N:5]2[N:9]=[CH:10][CH:11]=[C:4]2[N:3]=1.[NH:12]1[CH2:17][CH2:16][O:15][CH2:14][CH2:13]1, predict the reaction product. The product is: [Cl:1][C:2]1[CH:7]=[C:6]([N:12]2[CH2:17][CH2:16][O:15][CH2:14][CH2:13]2)[N:5]2[N:9]=[CH:10][CH:11]=[C:4]2[N:3]=1. (4) Given the reactants [CH2:1]([N:8]1[C:12]2=[C:13]([NH:19][CH2:20][C:21]3[CH:26]=[CH:25][C:24]([F:27])=[CH:23][CH:22]=3)[N:14]=[C:15]([C:17]#[N:18])[CH:16]=[C:11]2[C:10]([CH3:28])=[C:9]1[CH3:29])[C:2]1[CH:7]=[CH:6][CH:5]=[CH:4][CH:3]=1.[ClH:30], predict the reaction product. The product is: [ClH:30].[CH2:1]([N:8]1[C:12]2=[C:13]([NH:19][CH2:20][C:21]3[CH:22]=[CH:23][C:24]([F:27])=[CH:25][CH:26]=3)[N:14]=[C:15]([C:17]#[N:18])[CH:16]=[C:11]2[C:10]([CH3:28])=[C:9]1[CH3:29])[C:2]1[CH:3]=[CH:4][CH:5]=[CH:6][CH:7]=1.